From a dataset of NCI-60 drug combinations with 297,098 pairs across 59 cell lines. Regression. Given two drug SMILES strings and cell line genomic features, predict the synergy score measuring deviation from expected non-interaction effect. (1) Drug 1: C1CC(C1)(C(=O)O)C(=O)O.[NH2-].[NH2-].[Pt+2]. Drug 2: C1=NC2=C(N=C(N=C2N1C3C(C(C(O3)CO)O)F)Cl)N. Cell line: M14. Synergy scores: CSS=14.7, Synergy_ZIP=-3.39, Synergy_Bliss=1.44, Synergy_Loewe=-6.64, Synergy_HSA=2.48. (2) Drug 1: C1=NNC2=C1C(=O)NC=N2. Drug 2: COC1=C2C(=CC3=C1OC=C3)C=CC(=O)O2. Cell line: UACC62. Synergy scores: CSS=-0.0980, Synergy_ZIP=0.00363, Synergy_Bliss=-0.790, Synergy_Loewe=-2.12, Synergy_HSA=-1.53. (3) Drug 1: CC1C(C(CC(O1)OC2CC(CC3=C2C(=C4C(=C3O)C(=O)C5=C(C4=O)C(=CC=C5)OC)O)(C(=O)C)O)N)O.Cl. Drug 2: COC1=C2C(=CC3=C1OC=C3)C=CC(=O)O2. Cell line: CCRF-CEM. Synergy scores: CSS=28.3, Synergy_ZIP=5.75, Synergy_Bliss=5.96, Synergy_Loewe=-48.0, Synergy_HSA=4.33. (4) Drug 1: CC1=C(N=C(N=C1N)C(CC(=O)N)NCC(C(=O)N)N)C(=O)NC(C(C2=CN=CN2)OC3C(C(C(C(O3)CO)O)O)OC4C(C(C(C(O4)CO)O)OC(=O)N)O)C(=O)NC(C)C(C(C)C(=O)NC(C(C)O)C(=O)NCCC5=NC(=CS5)C6=NC(=CS6)C(=O)NCCC[S+](C)C)O. Drug 2: C1CC(=O)NC(=O)C1N2C(=O)C3=CC=CC=C3C2=O. Cell line: 786-0. Synergy scores: CSS=19.7, Synergy_ZIP=2.40, Synergy_Bliss=3.12, Synergy_Loewe=-11.5, Synergy_HSA=2.45. (5) Drug 1: C1=CC(=CC=C1CC(C(=O)O)N)N(CCCl)CCCl.Cl. Drug 2: CCN(CC)CCCC(C)NC1=C2C=C(C=CC2=NC3=C1C=CC(=C3)Cl)OC. Cell line: NCI/ADR-RES. Synergy scores: CSS=21.2, Synergy_ZIP=-6.65, Synergy_Bliss=-1.53, Synergy_Loewe=-6.74, Synergy_HSA=-1.92. (6) Drug 1: COC1=C(C=C2C(=C1)N=CN=C2NC3=CC(=C(C=C3)F)Cl)OCCCN4CCOCC4. Drug 2: CCC(=C(C1=CC=CC=C1)C2=CC=C(C=C2)OCCN(C)C)C3=CC=CC=C3.C(C(=O)O)C(CC(=O)O)(C(=O)O)O. Cell line: TK-10. Synergy scores: CSS=27.7, Synergy_ZIP=-0.595, Synergy_Bliss=-1.57, Synergy_Loewe=-10.5, Synergy_HSA=-0.907.